From a dataset of Full USPTO retrosynthesis dataset with 1.9M reactions from patents (1976-2016). Predict the reactants needed to synthesize the given product. (1) Given the product [CH3:1][C@@H:2]1[N:8]([C:18]2[CH:23]=[CH:22][CH:21]=[CH:20][N:19]=2)[CH2:7][C:6]2[CH:9]=[CH:10][C:11]([C:13]([O:15][CH3:16])=[O:14])=[CH:12][C:5]=2[O:4][CH2:3]1, predict the reactants needed to synthesize it. The reactants are: [CH3:1][C@@H:2]1[NH:8][CH2:7][C:6]2[CH:9]=[CH:10][C:11]([C:13]([O:15][CH3:16])=[O:14])=[CH:12][C:5]=2[O:4][CH2:3]1.Br[C:18]1[CH:23]=[CH:22][CH:21]=[CH:20][N:19]=1.CC(OC1C=CC=C(OC(C)C)C=1C1C(P(C2CCCCC2)C2CCCCC2)=CC=CC=1)C.C(O[Na])(C)(C)C.C(Cl)(Cl)Cl. (2) Given the product [Cl:14][C:15]1[CH:20]=[CH:19][C:18]([CH2:21][C:22]2[O:23][CH:2]=[N:1][C:3]=2[C:4]([O:6][CH2:7][CH3:8])=[O:5])=[CH:17][CH:16]=1, predict the reactants needed to synthesize it. The reactants are: [N+:1]([CH2:3][C:4]([O:6][CH2:7][CH3:8])=[O:5])#[C-:2].C([Li])CCC.[Cl:14][C:15]1[CH:20]=[CH:19][C:18]([CH2:21][C:22](Cl)=[O:23])=[CH:17][CH:16]=1.C(O)(=O)C. (3) Given the product [F:26][C:25]1[CH:24]=[CH:23][C:10]([CH2:11][C:12]2[C:21]3[C:16](=[CH:17][CH:18]=[CH:19][CH:20]=3)[C:15](=[O:22])[NH:14][N:13]=2)=[CH:9][C:8]=1[C:6]([N:4]1[CH2:3][CH:2]([NH:1][CH2:27][CH2:28][CH2:29][CH2:30][CH3:31])[CH2:5]1)=[O:7], predict the reactants needed to synthesize it. The reactants are: [NH2:1][CH:2]1[CH2:5][N:4]([C:6]([C:8]2[CH:9]=[C:10]([CH:23]=[CH:24][C:25]=2[F:26])[CH2:11][C:12]2[C:21]3[C:16](=[CH:17][CH:18]=[CH:19][CH:20]=3)[C:15](=[O:22])[NH:14][N:13]=2)=[O:7])[CH2:3]1.[CH:27](=O)[CH2:28][CH2:29][CH2:30][CH3:31].C(O[BH-](OC(=O)C)OC(=O)C)(=O)C.[Na+]. (4) Given the product [CH2:1]([O:3][C:4](=[O:13])[CH2:5][C:6]1([CH2:35][N+:32]([O-:34])=[O:33])[CH2:7][C@@H:8]([CH3:12])[C@H:9]([CH3:11])[CH2:10]1)[CH3:2], predict the reactants needed to synthesize it. The reactants are: [CH2:1]([O:3][C:4](=[O:13])[CH:5]=[C:6]1[CH2:10][C@@H:9]([CH3:11])[C@H:8]([CH3:12])[CH2:7]1)[CH3:2].CCCC[N+](CCCC)(CCCC)CCCC.[F-].[N+:32]([CH3:35])([O-:34])=[O:33]. (5) The reactants are: Cl.[CH3:2][N:3]1[CH:7]=[C:6]([C:8]2[CH:9]=[C:10]([O:15][CH2:16][CH:17]3[CH2:22][CH2:21][NH:20][CH2:19][CH2:18]3)[C:11]([NH2:14])=[N:12][CH:13]=2)[N:5]=[CH:4]1.[Cl:23][C:24]1[N:29]=[C:28](Cl)[N:27]=[C:26]([O:31][CH2:32][C:33]2([C:36]#[N:37])[CH2:35][CH2:34]2)[N:25]=1.CCN(C(C)C)C(C)C.C(Cl)Cl.CO. Given the product [NH2:14][C:11]1[C:10]([O:15][CH2:16][CH:17]2[CH2:22][CH2:21][N:20]([C:28]3[N:29]=[C:24]([Cl:23])[N:25]=[C:26]([O:31][CH2:32][C:33]4([C:36]#[N:37])[CH2:35][CH2:34]4)[N:27]=3)[CH2:19][CH2:18]2)=[CH:9][C:8]([C:6]2[N:5]=[CH:4][N:3]([CH3:2])[CH:7]=2)=[CH:13][N:12]=1, predict the reactants needed to synthesize it. (6) Given the product [CH2:36]([O:1][C:2]1[CH:33]=[CH:32][C:5]([CH2:6][CH:7]2[C:16]3[C:11](=[CH:12][C:13]([O:19][CH3:20])=[C:14]([O:17][CH3:18])[CH:15]=3)[CH2:10][CH2:9][N:8]2[CH2:21][C:22]([NH:24][CH2:25][C:26]2[CH:31]=[CH:30][CH:29]=[CH:28][CH:27]=2)=[O:23])=[CH:4][C:3]=1[O:34][CH3:35])[CH3:37], predict the reactants needed to synthesize it. The reactants are: [OH:1][C:2]1[CH:33]=[CH:32][C:5]([CH2:6][CH:7]2[C:16]3[C:11](=[CH:12][C:13]([O:19][CH3:20])=[C:14]([O:17][CH3:18])[CH:15]=3)[CH2:10][CH2:9][N:8]2[CH2:21][C:22]([NH:24][CH2:25][C:26]2[CH:31]=[CH:30][CH:29]=[CH:28][CH:27]=2)=[O:23])=[CH:4][C:3]=1[O:34][CH3:35].[CH2:36](I)[CH3:37].